From a dataset of Catalyst prediction with 721,799 reactions and 888 catalyst types from USPTO. Predict which catalyst facilitates the given reaction. (1) Reactant: [CH3:1][N:2]1[CH2:7][CH2:6][N:5]([C:8]2[CH:13]=[C:12]([C:14]3[N:22]4[C:17]([C:18]([NH2:23])=[N:19][CH:20]=[N:21]4)=[CH:16][CH:15]=3)[CH:11]=[CH:10][N:9]=2)[CH2:4][CH2:3]1.[Br:24]N1C(C)(C)C(=O)N(Br)C1=O. Product: [Br:24][C:16]1[CH:15]=[C:14]([C:12]2[CH:11]=[CH:10][N:9]=[C:8]([N:5]3[CH2:6][CH2:7][N:2]([CH3:1])[CH2:3][CH2:4]3)[CH:13]=2)[N:22]2[C:17]=1[C:18]([NH2:23])=[N:19][CH:20]=[N:21]2. The catalyst class is: 7. (2) Reactant: Cl[C:2]([O:4][C:5]1[CH:10]=[CH:9][CH:8]=[CH:7][CH:6]=1)=[O:3].[NH2:11][C:12]1[C:13]([O:28][CH3:29])=[C:14]([N:22]([CH3:27])[S:23]([CH3:26])(=[O:25])=[O:24])[CH:15]=[C:16]([C:18]([CH3:21])([CH3:20])[CH3:19])[CH:17]=1.C([O-])(O)=O.[Na+].C1CCCCC1.CCOCC. Product: [C:18]([C:16]1[CH:15]=[C:14]([N:22]([CH3:27])[S:23]([CH3:26])(=[O:24])=[O:25])[C:13]([O:28][CH3:29])=[C:12]([NH:11][C:2](=[O:3])[O:4][C:5]2[CH:10]=[CH:9][CH:8]=[CH:7][CH:6]=2)[CH:17]=1)([CH3:21])([CH3:19])[CH3:20]. The catalyst class is: 76.